This data is from Forward reaction prediction with 1.9M reactions from USPTO patents (1976-2016). The task is: Predict the product of the given reaction. (1) Given the reactants [OH:1][C:2]1[CH:7]=[CH:6][C:5]([CH2:8][N:9]2[CH2:14][CH2:13][CH2:12][CH2:11][CH2:10]2)=[CH:4][C:3]=1[NH:15][C:16](=[O:22])[O:17][C:18]([CH3:21])([CH3:20])[CH3:19].C([O-])([O-])=O.[Cs+].[Cs+].Br[CH2:30][CH2:31][CH2:32][CH2:33][CH2:34][S:35][C:36]1[C:45]2[C:40](=[CH:41][C:42]([C:46]([F:49])([F:48])[F:47])=[CH:43][CH:44]=2)[N:39]=[CH:38][CH:37]=1, predict the reaction product. The product is: [F:49][C:46]([F:47])([F:48])[C:42]1[CH:41]=[C:40]2[C:45]([C:36]([S:35][CH2:34][CH2:33][CH2:32][CH2:31][CH2:30][O:1][C:2]3[CH:7]=[CH:6][C:5]([CH2:8][N:9]4[CH2:10][CH2:11][CH2:12][CH2:13][CH2:14]4)=[CH:4][C:3]=3[NH:15][C:16](=[O:22])[O:17][C:18]([CH3:19])([CH3:21])[CH3:20])=[CH:37][CH:38]=[N:39]2)=[CH:44][CH:43]=1. (2) Given the reactants [CH:1]1([C:4]2([F:23])[CH2:7][N:6]([C:8]3[N:13]=[C:12](SC)[N:11]=[C:10]([NH:16][C:17]4[NH:21][N:20]=[C:19]([CH3:22])[CH:18]=4)[CH:9]=3)[CH2:5]2)[CH2:3][CH2:2]1.O[O:25][S:26]([O-:28])=O.[K+].[C:30]([O-])([O-])=O.[K+].[K+], predict the reaction product. The product is: [CH:1]1([C:4]2([F:23])[CH2:7][N:6]([C:8]3[N:13]=[C:12]([S:26]([CH3:30])(=[O:28])=[O:25])[N:11]=[C:10]([NH:16][C:17]4[NH:21][N:20]=[C:19]([CH3:22])[CH:18]=4)[CH:9]=3)[CH2:5]2)[CH2:2][CH2:3]1. (3) Given the reactants Br[C:2]([C:8]1[CH:13]=[CH:12][CH:11]=[CH:10][CH:9]=1)([CH3:7])[C:3]([O:5][CH3:6])=[O:4].[NH:14]1[CH2:19][CH2:18][CH2:17][CH2:16][CH2:15]1, predict the reaction product. The product is: [C:8]1([C:2]([N:14]2[CH2:19][CH2:18][CH2:17][CH2:16][CH2:15]2)([CH3:7])[C:3]([O:5][CH3:6])=[O:4])[CH:13]=[CH:12][CH:11]=[CH:10][CH:9]=1. (4) Given the reactants Cl.[NH2:2][C@H:3]1[CH2:9][O:8][C:7]2[CH:10]=[CH:11][CH:12]=[CH:13][C:6]=2[N:5]([CH2:14][C:15]2[C:24]3[C:19](=[CH:20][C:21]([Br:25])=[CH:22][CH:23]=3)[CH:18]=[CH:17][C:16]=2[O:26][CH3:27])[C:4]1=[O:28].[C:29]([O:33][C:34]([NH:36][C@@H:37]([CH2:41][CH3:42])[C:38](O)=[O:39])=[O:35])([CH3:32])([CH3:31])[CH3:30].CCN(C(C)C)C(C)C.CN(C(ON1N=NC2C=CC=CC1=2)=[N+](C)C)C.F[P-](F)(F)(F)(F)F, predict the reaction product. The product is: [Br:25][C:21]1[CH:20]=[C:19]2[C:24](=[CH:23][CH:22]=1)[C:15]([CH2:14][N:5]1[C:4](=[O:28])[C@@H:3]([NH:2][C:38](=[O:39])[C@@H:37]([NH:36][C:34](=[O:35])[O:33][C:29]([CH3:31])([CH3:30])[CH3:32])[CH2:41][CH3:42])[CH2:9][O:8][C:7]3[CH:10]=[CH:11][CH:12]=[CH:13][C:6]1=3)=[C:16]([O:26][CH3:27])[CH:17]=[CH:18]2. (5) Given the reactants [CH3:1][O:2][C:3]1[N:8]=[CH:7][C:6]([C:9]2[CH2:14][CH2:13][C:12](=O)[CH2:11][CH:10]=2)=[CH:5][CH:4]=1.Cl.[NH:17]1[CH2:20][CH:19]([NH:21][C:22]([CH2:24][NH:25][C:26](=[O:37])[C:27]2[CH:32]=[CH:31][CH:30]=[C:29]([C:33]([F:36])([F:35])[F:34])[CH:28]=2)=[O:23])[CH2:18]1.[BH-](OC(C)=O)(OC(C)=O)OC(C)=O.[Na+], predict the reaction product. The product is: [CH3:1][O:2][C:3]1[N:8]=[CH:7][C:6]([C:9]2[CH2:14][CH2:13][CH:12]([N:17]3[CH2:20][CH:19]([NH:21][C:22]([CH2:24][NH:25][C:26](=[O:37])[C:27]4[CH:32]=[CH:31][CH:30]=[C:29]([C:33]([F:36])([F:34])[F:35])[CH:28]=4)=[O:23])[CH2:18]3)[CH2:11][CH:10]=2)=[CH:5][CH:4]=1. (6) The product is: [C:1]([O:5][C:6]([N:8]1[CH2:12][C@@H:11]([CH2:13][NH:38][CH:35]2[CH2:37][CH2:36]2)[C@H:10]([CH2:15][N:16]([C:20](=[O:34])[C:21]2[CH:26]=[CH:25][C:24]([CH3:27])=[C:23]([O:28][CH2:29][CH2:30][CH2:31][O:32][CH3:33])[CH:22]=2)[CH:17]([CH3:18])[CH3:19])[CH2:9]1)=[O:7])([CH3:3])([CH3:2])[CH3:4]. Given the reactants [C:1]([O:5][C:6]([N:8]1[CH2:12][C@@H:11]([CH:13]=O)[C@H:10]([CH2:15][N:16]([C:20](=[O:34])[C:21]2[CH:26]=[CH:25][C:24]([CH3:27])=[C:23]([O:28][CH2:29][CH2:30][CH2:31][O:32][CH3:33])[CH:22]=2)[CH:17]([CH3:19])[CH3:18])[CH2:9]1)=[O:7])([CH3:4])([CH3:3])[CH3:2].[CH:35]1([NH2:38])[CH2:37][CH2:36]1, predict the reaction product.